Dataset: Forward reaction prediction with 1.9M reactions from USPTO patents (1976-2016). Task: Predict the product of the given reaction. (1) Given the reactants [CH2:1]([CH:8]1[CH2:13][CH2:12][NH:11][CH2:10][CH2:9]1)[C:2]1[CH:7]=[CH:6][CH:5]=[CH:4][CH:3]=1.O=[C:15]([CH3:31])[CH2:16][CH2:17][C:18]1[N:22]([CH2:23][CH2:24][C:25]#[N:26])[C:21]2[CH:27]=[CH:28][CH:29]=[CH:30][C:20]=2[N:19]=1.ClCCCl.C(O[BH-](OC(=O)C)OC(=O)C)(=O)C.[Na+], predict the reaction product. The product is: [CH2:1]([CH:8]1[CH2:13][CH2:12][N:11]([CH:15]([CH3:31])[CH2:16][CH2:17][C:18]2[N:22]([CH2:23][CH2:24][C:25]#[N:26])[C:21]3[CH:27]=[CH:28][CH:29]=[CH:30][C:20]=3[N:19]=2)[CH2:10][CH2:9]1)[C:2]1[CH:7]=[CH:6][CH:5]=[CH:4][CH:3]=1. (2) The product is: [F:20][C:21]1[CH:26]=[CH:25][CH:24]=[CH:23][C:22]=1[C:27]1[C:28]([C:33]([N:3]2[CH2:4][C@H:5]3[C@H:1]([CH2:6]3)[C@H:2]2[CH2:7][NH:8][C:9]([C:11]2[N:18]3[C:14]([S:15][CH:16]=[CH:17]3)=[N:13][C:12]=2[CH3:19])=[O:10])=[O:34])=[CH:29][CH:30]=[CH:31][CH:32]=1. Given the reactants [C@H:1]12[CH2:6][C@H:5]1[CH2:4][NH:3][C@@H:2]2[CH2:7][NH:8][C:9]([C:11]1[N:18]2[C:14]([S:15][CH:16]=[CH:17]2)=[N:13][C:12]=1[CH3:19])=[O:10].[F:20][C:21]1[CH:26]=[CH:25][CH:24]=[CH:23][C:22]=1[C:27]1[C:28]([C:33](O)=[O:34])=[CH:29][CH:30]=[CH:31][CH:32]=1, predict the reaction product. (3) Given the reactants [CH3:1][O:2][C:3]1[C:12]2[C:7](=[CH:8][CH:9]=[CH:10][CH:11]=2)[C:6](B(O)O)=[CH:5][CH:4]=1.Br[C:17]1[C:25]2[C:20](=[CH:21][C:22]([S:26]([N:29](CC3C=CC(OC)=CC=3OC)[C:30]3[S:34][N:33]=[CH:32][N:31]=3)(=[O:28])=[O:27])=[CH:23][CH:24]=2)[N:19]([CH3:46])[CH:18]=1, predict the reaction product. The product is: [CH3:1][O:2][C:3]1[C:12]2[C:7](=[CH:8][CH:9]=[CH:10][CH:11]=2)[C:6]([C:17]2[C:25]3[C:20](=[CH:21][C:22]([S:26]([NH:29][C:30]4[S:34][N:33]=[CH:32][N:31]=4)(=[O:27])=[O:28])=[CH:23][CH:24]=3)[N:19]([CH3:46])[CH:18]=2)=[CH:5][CH:4]=1. (4) Given the reactants [C:1]([O:9][CH2:10][CH3:11])(=[O:8])[CH2:2][C:3]([O:5][CH2:6][CH3:7])=[O:4].[H-].[Na+].F[C:15]1[CH:16]=[C:17]([C:24]2[S:28][C:27]([N:29]([C:51]([O:53][C:54]([CH3:57])([CH3:56])[CH3:55])=[O:52])[CH2:30][C@@H:31]([NH:43][C:44](=[O:50])[O:45][C:46]([CH3:49])([CH3:48])[CH3:47])[CH2:32][C:33]3[CH:38]=[CH:37][C:36]([C:39]([F:42])([F:41])[F:40])=[CH:35][CH:34]=3)=[N:26][N:25]=2)[CH:18]=[CH:19][C:20]=1[N+:21]([O-:23])=[O:22], predict the reaction product. The product is: [C:46]([O:45][C:44]([NH:43][C@@H:31]([CH2:32][C:33]1[CH:34]=[CH:35][C:36]([C:39]([F:40])([F:41])[F:42])=[CH:37][CH:38]=1)[CH2:30][N:29]([C:51]([O:53][C:54]([CH3:56])([CH3:55])[CH3:57])=[O:52])[C:27]1[S:28][C:24]([C:17]2[CH:18]=[CH:19][C:20]([N+:21]([O-:23])=[O:22])=[C:15]([CH:2]([C:3]([O:5][CH2:6][CH3:7])=[O:4])[C:1]([O:9][CH2:10][CH3:11])=[O:8])[CH:16]=2)=[N:25][N:26]=1)=[O:50])([CH3:47])([CH3:48])[CH3:49]. (5) Given the reactants [CH2:1]([O:3][C:4]1[C:13]2[C:8](=[CH:9][CH:10]=[C:11]([CH:14]=O)[CH:12]=2)[N:7]=[CH:6][N:5]=1)[CH3:2].[F:16][C:17]1[CH:18]=[C:19]([CH2:23][CH2:24][NH:25][C:26]2[S:27][CH2:28][C:29](=[O:31])[N:30]=2)[CH:20]=[CH:21][CH:22]=1.N1CCCCC1, predict the reaction product. The product is: [CH2:1]([O:3][C:4]1[C:13]2[C:8](=[CH:9][CH:10]=[C:11](/[CH:14]=[C:28]3/[C:29](=[O:31])[N:30]=[C:26]([NH:25][CH2:24][CH2:23][C:19]4[CH:20]=[CH:21][CH:22]=[C:17]([F:16])[CH:18]=4)[S:27]/3)[CH:12]=2)[N:7]=[CH:6][N:5]=1)[CH3:2]. (6) Given the reactants Cl.[O:2]1[C:6]([C:7]2[CH:12]=[CH:11][C:10]([NH:13][N:14]=[C:15]3[CH:20]=[C:19]([CH2:21][C:22]([OH:24])=O)[CH:18]=[CH:17][NH:16]3)=[CH:9][CH:8]=2)=[CH:5][N:4]=[CH:3]1.C[N:26]1CCOCC1.[Cl-].[NH4+].C1C=CC2N(O)N=NC=2C=1.CCN=C=NCCCN(C)C.Cl, predict the reaction product. The product is: [O:2]1[C:6]([C:7]2[CH:12]=[CH:11][C:10]([NH:13][N:14]=[C:15]3[CH:20]=[C:19]([CH2:21][C:22]([NH2:26])=[O:24])[CH:18]=[CH:17][NH:16]3)=[CH:9][CH:8]=2)=[CH:5][N:4]=[CH:3]1. (7) Given the reactants [NH:1]([C:3]([C:5]1([CH3:19])[CH2:9][O:8][C:7]([CH3:11])([CH3:10])[N:6]1[C:12]([O:14][C:15]([CH3:18])([CH3:17])[CH3:16])=[O:13])=[O:4])[NH2:2].C(N(CC)CC)C.[F:27][C:28]([F:39])([F:38])[C:29](O[C:29](=O)[C:28]([F:39])([F:38])[F:27])=O, predict the reaction product. The product is: [CH3:10][C:7]1([CH3:11])[N:6]([C:12]([O:14][C:15]([CH3:18])([CH3:17])[CH3:16])=[O:13])[C:5]([CH3:19])([C:3]2[O:4][C:29]([C:28]([F:39])([F:38])[F:27])=[N:2][N:1]=2)[CH2:9][O:8]1. (8) Given the reactants [C:1]([C:3]1[CH:8]=[CH:7][C:6]([CH:9]2[CH2:14][CH2:13][N:12]([C:15]([C:17]3[CH:18]=[CH:19][C:20]([CH3:41])=[C:21]([NH:23][C:24]([NH:26][C@@H:27]([CH2:35][CH2:36][S:37]([CH3:40])(=[O:39])=[O:38])[C:28]([O:30]C(C)(C)C)=[O:29])=[O:25])[CH:22]=3)=[O:16])[CH2:11][CH2:10]2)=[CH:5][CH:4]=1)#[N:2].[OH-].[Na+], predict the reaction product. The product is: [C:1]([C:3]1[CH:4]=[CH:5][C:6]([CH:9]2[CH2:10][CH2:11][N:12]([C:15]([C:17]3[CH:18]=[CH:19][C:20]([CH3:41])=[C:21]([NH:23][C:24]([NH:26][C@@H:27]([CH2:35][CH2:36][S:37]([CH3:40])(=[O:38])=[O:39])[C:28]([OH:30])=[O:29])=[O:25])[CH:22]=3)=[O:16])[CH2:13][CH2:14]2)=[CH:7][CH:8]=1)#[N:2]. (9) Given the reactants [C:1]1([CH3:25])[CH:6]=[CH:5][C:4]([S:7]([CH:10]([C:14]2[CH:19]=[C:18]([O:20][CH3:21])[C:17]([O:22][CH3:23])=[C:16]([Br:24])[CH:15]=2)[NH:11][CH:12]=O)(=[O:9])=[O:8])=[CH:3][CH:2]=1.O=P(Cl)(Cl)Cl.CCN(CC)CC, predict the reaction product. The product is: [Br:24][C:16]1[CH:15]=[C:14]([CH:10]([N+:11]#[C-:12])[S:7]([C:4]2[CH:3]=[CH:2][C:1]([CH3:25])=[CH:6][CH:5]=2)(=[O:9])=[O:8])[CH:19]=[C:18]([O:20][CH3:21])[C:17]=1[O:22][CH3:23].